Dataset: Catalyst prediction with 721,799 reactions and 888 catalyst types from USPTO. Task: Predict which catalyst facilitates the given reaction. (1) Reactant: [NH2:1][C:2]1[CH:6]=[CH:5][N:4](C(OC(C)(C)C)=O)[N:3]=1.CC1(C)C2C(=C(P(C3C=CC=CC=3)C3C=CC=CC=3)C=CC=2)OC2C(P(C3C=CC=CC=3)C3C=CC=CC=3)=CC=CC1=2.Br[C:57]1[C:58](=[O:65])[N:59]([CH3:64])[CH:60]=[C:61]([Br:63])[CH:62]=1.C([O-])([O-])=O.[Cs+].[Cs+]. Product: [NH:4]1[CH:5]=[CH:6][C:2]([NH:1][C:57]2[C:58](=[O:65])[N:59]([CH3:64])[CH:60]=[C:61]([Br:63])[CH:62]=2)=[N:3]1. The catalyst class is: 102. (2) Reactant: [CH3:1][N:2]1[C:6]([CH3:7])=[CH:5][C:4]([NH:8][C:9]2[N:14]=[C:13]([NH:15][CH:16]3[CH2:21][CH2:20][NH:19][CH2:18][CH:17]3[CH2:22][CH3:23])[CH:12]=[CH:11][N:10]=2)=[N:3]1.Cl[C:25]1[N:30]=[N:29][C:28]([C:31]#[N:32])=[CH:27][CH:26]=1.C(N(CC)CC)C. Product: [CH3:1][N:2]1[C:6]([CH3:7])=[CH:5][C:4]([NH:8][C:9]2[N:14]=[C:13]([NH:15][CH:16]3[CH2:21][CH2:20][N:19]([C:25]4[N:30]=[N:29][C:28]([C:31]#[N:32])=[CH:27][CH:26]=4)[CH2:18][CH:17]3[CH2:22][CH3:23])[CH:12]=[CH:11][N:10]=2)=[N:3]1. The catalyst class is: 14.